This data is from Forward reaction prediction with 1.9M reactions from USPTO patents (1976-2016). The task is: Predict the product of the given reaction. (1) Given the reactants [CH2:1]([C:3]1[C:4]([CH2:9][S:10][C:11]2[N:16]=[C:15]([OH:17])[CH:14]=[C:13]([CH3:18])[N:12]=2)=[N:5][N:6]([CH3:8])[CH:7]=1)[CH3:2].[ClH:19].O1CCOCC1, predict the reaction product. The product is: [ClH:19].[CH2:1]([C:3]1[C:4]([CH2:9][S:10][C:11]2[N:16]=[C:15]([OH:17])[CH:14]=[C:13]([CH3:18])[N:12]=2)=[N:5][N:6]([CH3:8])[CH:7]=1)[CH3:2]. (2) Given the reactants [NH:1]1[CH:5]=[C:4]([C:6]2[C:7]3[CH:14]=[CH:13][N:12](COCC[Si](C)(C)C)[C:8]=3[N:9]=[CH:10][N:11]=2)[CH:3]=[N:2]1.C(#N)C.[C:26](#[N:31])[CH:27]=[C:28]([CH3:30])[CH3:29].C1CCN2C(=NCCC2)CC1, predict the reaction product. The product is: [CH3:29][C:28]([N:2]1[CH:3]=[C:4]([C:6]2[C:7]3[CH:14]=[CH:13][NH:12][C:8]=3[N:9]=[CH:10][N:11]=2)[CH:5]=[N:1]1)([CH3:30])[CH2:27][C:26]#[N:31]. (3) Given the reactants [Br:1][C:2]1[S:6][C:5]([CH:7]=[O:8])=[N:4][CH:3]=1.[CH2:9]1COCC1.C[Mg+].[Br-], predict the reaction product. The product is: [Br:1][C:2]1[S:6][C:5]([CH:7]([OH:8])[CH3:9])=[N:4][CH:3]=1. (4) Given the reactants [Cl:1][C:2]1[CH:7]=[C:6]([Cl:8])[CH:5]=[CH:4][N:3]=1.[Cl:9][C:10]1[CH:11]=[C:12](B(O)O)[CH:13]=[CH:14][CH:15]=1, predict the reaction product. The product is: [ClH:1].[Cl:8][C:6]1[CH:5]=[CH:4][N:3]=[C:2]([C:14]2[CH:13]=[CH:12][CH:11]=[C:10]([Cl:9])[CH:15]=2)[CH:7]=1. (5) Given the reactants [F:1][C:2]1[CH:3]=[C:4]([CH:13]([NH:18][C:19]([C:21]2[CH:22]=[N:23][N:24]3[CH:29]=[C:28]([C:30]([CH3:32])=[CH2:31])[CH:27]=[N:26][C:25]=23)=[O:20])[C:14]([OH:17])([CH3:16])[CH3:15])[CH:5]=[CH:6][C:7]=1[O:8][C:9]([F:12])([F:11])[F:10].CO, predict the reaction product. The product is: [F:1][C:2]1[CH:3]=[C:4]([CH:13]([NH:18][C:19]([C:21]2[CH:22]=[N:23][N:24]3[CH:29]=[C:28]([CH:30]([CH3:32])[CH3:31])[CH:27]=[N:26][C:25]=23)=[O:20])[C:14]([OH:17])([CH3:15])[CH3:16])[CH:5]=[CH:6][C:7]=1[O:8][C:9]([F:11])([F:10])[F:12]. (6) Given the reactants [CH2:1]([N:6]1[C:14]2[N:13]=[CH:12][N:11]([CH2:15][CH:16]=[CH2:17])[C:10]=2[C:9](=[O:18])[NH:8][C:7]1=[O:19])[CH2:2][CH2:3][CH2:4][CH3:5].CI.[C:22](=O)([O-])[O-].[K+].[K+], predict the reaction product. The product is: [CH3:22][N:8]1[C:9](=[O:18])[C:10]2[N:11]([CH2:15][CH:16]=[CH2:17])[CH:12]=[N:13][C:14]=2[N:6]([CH2:1][CH2:2][CH2:3][CH2:4][CH3:5])[C:7]1=[O:19]. (7) Given the reactants [CH2:1]([O:3][C:4](=[O:25])[CH:5](O)[C:6]1[N:10]2[CH:11]=[C:12]([CH3:15])[CH:13]=[CH:14][C:9]2=[N:8][C:7]=1[C:16]1[CH:21]=[CH:20][C:19]([O:22][CH3:23])=[CH:18][CH:17]=1)[CH3:2], predict the reaction product. The product is: [CH2:1]([O:3][C:4](=[O:25])[CH2:5][C:6]1[N:10]2[CH:11]=[C:12]([CH3:15])[CH:13]=[CH:14][C:9]2=[N:8][C:7]=1[C:16]1[CH:17]=[CH:18][C:19]([O:22][CH3:23])=[CH:20][CH:21]=1)[CH3:2]. (8) Given the reactants [H-].[H-].[H-].[H-].[Li+].[Al+3].F[C:8]1[C:13]([N:14]2[CH2:19][CH2:18][N:17]([CH3:20])[CH2:16][CH2:15]2)=[CH:12][CH:11]=[C:10]([N+:21]([O-])=O)[C:9]=1[NH2:24].[BH4-].[Na+].[OH-].[Na+], predict the reaction product. The product is: [CH:20]1([N:17]2[CH2:18][CH2:19][N:14]([C:13]3[CH:8]=[C:9]([NH2:24])[C:10]([NH2:21])=[CH:11][CH:12]=3)[CH2:15][CH2:16]2)[CH2:10][CH2:9][CH2:8][CH2:13]1.